Dataset: TCR-epitope binding with 47,182 pairs between 192 epitopes and 23,139 TCRs. Task: Binary Classification. Given a T-cell receptor sequence (or CDR3 region) and an epitope sequence, predict whether binding occurs between them. The epitope is KRWIILGLNK. The TCR CDR3 sequence is CASSQGRRSIEQFF. Result: 1 (the TCR binds to the epitope).